This data is from Forward reaction prediction with 1.9M reactions from USPTO patents (1976-2016). The task is: Predict the product of the given reaction. (1) Given the reactants [F:1][C:2]1[CH:17]=[CH:16][C:5]([O:6][CH2:7][C:8]2[N:13]=[CH:12][C:11]([CH:14]=O)=[CH:10][CH:9]=2)=[CH:4][CH:3]=1.[N+:18]([CH3:21])([O-:20])=[O:19].C([O-])(=O)C.[NH4+].[BH4-].[Na+], predict the reaction product. The product is: [F:1][C:2]1[CH:17]=[CH:16][C:5]([O:6][CH2:7][C:8]2[CH:9]=[CH:10][C:11]([CH2:14][CH2:21][N+:18]([O-:20])=[O:19])=[CH:12][N:13]=2)=[CH:4][CH:3]=1. (2) Given the reactants Cl[C:2]1[C:11]2[C:6](=[CH:7][CH:8]=[C:9]([Cl:12])[N:10]=2)[N:5]=[CH:4][C:3]=1[C:13]([O:15][CH2:16][CH3:17])=[O:14].[F:18][C:19]([F:28])([F:27])[C:20]1[CH:21]=[C:22]([NH2:26])[CH:23]=[CH:24][CH:25]=1.C(=O)([O-])[O-].[K+].[K+].C(OCC)(=O)C, predict the reaction product. The product is: [Cl:12][C:9]1[N:10]=[C:11]2[C:6](=[CH:7][CH:8]=1)[N:5]=[CH:4][C:3]([C:13]([O:15][CH2:16][CH3:17])=[O:14])=[C:2]2[NH:26][C:22]1[CH:23]=[CH:24][CH:25]=[C:20]([C:19]([F:18])([F:27])[F:28])[CH:21]=1. (3) Given the reactants [H-].[Na+].[CH3:3][O:4][C:5](=[O:15])[CH2:6][CH2:7][CH2:8][CH2:9][CH2:10][CH2:11][C:12]([OH:14])=O.[F:16][C:17]([F:28])([F:27])C(OC(=O)[C:17]([F:28])([F:27])[F:16])=O.N1C=CC=CC=1, predict the reaction product. The product is: [F:16][C:17]([F:28])([F:27])[C:12](=[O:14])[CH2:11][CH2:10][CH2:9][CH2:8][CH2:7][CH2:6][C:5]([O:4][CH3:3])=[O:15]. (4) Given the reactants [F:1][C:2]1[CH:7]=[CH:6][CH:5]=[CH:4][C:3]=1[C:8]1[C:9](=[O:15])[O:10][CH:11]([CH3:14])[C:12]=1O.O.[NH2:17][NH2:18].[S:19](Cl)([C:22]1[CH:28]=[CH:27][C:25]([CH3:26])=[CH:24][CH:23]=1)(=[O:21])=[O:20].C(N(CC)CC)C, predict the reaction product. The product is: [F:1][C:2]1[CH:7]=[CH:6][CH:5]=[CH:4][C:3]=1[C:8]1[C:9]([O:15][S:19]([C:22]2[CH:28]=[CH:27][C:25]([CH3:26])=[CH:24][CH:23]=2)(=[O:21])=[O:20])=[N:17][NH:18][C:12]=1[CH:11]([OH:10])[CH3:14].